The task is: Predict the reactants needed to synthesize the given product.. This data is from Full USPTO retrosynthesis dataset with 1.9M reactions from patents (1976-2016). (1) Given the product [NH2:37][C:9]1[C:8]([C:5]2[CH:6]=[CH:7][CH:2]=[CH:3][C:4]=2[C:38]#[N:39])=[C:13]([N:14]2[CH2:19][CH2:18][CH:17]([C:20]3[N:21]([CH3:36])[CH:22]=[C:23]([C:25]4[CH:30]=[CH:29][C:28]([F:31])=[C:27]([C:32]([F:35])([F:34])[F:33])[CH:26]=4)[N:24]=3)[CH2:16][CH2:15]2)[N:12]=[CH:11][N:10]=1, predict the reactants needed to synthesize it. The reactants are: F[C:2]1[CH:7]=[CH:6][C:5]([C:8]2[C:9]([NH2:37])=[N:10][CH:11]=[N:12][C:13]=2[N:14]2[CH2:19][CH2:18][CH:17]([C:20]3[N:21]([CH3:36])[CH:22]=[C:23]([C:25]4[CH:30]=[CH:29][C:28]([F:31])=[C:27]([C:32]([F:35])([F:34])[F:33])[CH:26]=4)[N:24]=3)[CH2:16][CH2:15]2)=[CH:4][CH:3]=1.[C:38](C1C=CC=CC=1B(O)O)#[N:39]. (2) Given the product [F:69][C:63]1[C:64]([F:68])=[CH:65][CH:66]=[CH:67][C:62]=1[CH2:61][S:60][C:54]1[N:53]=[C:52]([NH:10][S:7]([N:1]2[CH2:6][CH2:5][O:4][CH2:3][CH2:2]2)(=[O:9])=[O:8])[CH:57]=[C:56]([S:58][CH3:59])[N:55]=1, predict the reactants needed to synthesize it. The reactants are: [N:1]1([S:7]([NH2:10])(=[O:9])=[O:8])[CH2:6][CH2:5][O:4][CH2:3][CH2:2]1.C1(P(C2CCCCC2)C2C=CC=CC=2C2C(C(C)C)=CC(C(C)C)=CC=2C(C)C)CCCCC1.C(=O)([O-])[O-].[Cs+].[Cs+].Cl[C:52]1[CH:57]=[C:56]([S:58][CH3:59])[N:55]=[C:54]([S:60][CH2:61][C:62]2[CH:67]=[CH:66][CH:65]=[C:64]([F:68])[C:63]=2[F:69])[N:53]=1.[Cl-].[NH4+]. (3) Given the product [OH:6][CH2:5][C:4]1[N:9]=[C:10]([C:11]([O:13][CH2:16][CH3:17])=[O:12])[S:14][CH:3]=1, predict the reactants needed to synthesize it. The reactants are: C([CH:3](Br)[C:4](=O)[CH2:5][OH:6])C.[NH2:9][C:10](=[S:14])[C:11]([O-:13])=[O:12].O1CCO[CH2:17][CH2:16]1. (4) Given the product [CH3:13][CH:14]([CH3:18])[CH2:15][CH2:16][O:17][C:2]1[CH:10]=[CH:9][C:5]([C:6]([OH:8])=[O:7])=[CH:4][N:3]=1, predict the reactants needed to synthesize it. The reactants are: Cl[C:2]1[CH:10]=[CH:9][C:5]([C:6]([OH:8])=[O:7])=[CH:4][N:3]=1.[H-].[Na+].[CH3:13][CH:14]([CH3:18])[CH2:15][CH2:16][OH:17]. (5) Given the product [O:44]=[C:32]1[C:33]2[S:14][C:15]3[CH:21]=[C:20]([O:22][C:23]([F:24])([F:25])[F:26])[CH:19]=[CH:18][C:16]=3[NH:17][C:34]=2[CH2:35][CH:36]([C:37]2[CH:42]=[CH:41][CH:40]=[CH:39][N:38]=2)[N:31]1[NH:27][C:28](=[O:29])[CH3:30], predict the reactants needed to synthesize it. The reactants are: [NH2:17][C:16]1[CH:18]=[CH:19][C:20]([O:22][C:23]([F:24])([F:25])[F:26])=[CH:21][C:15]=1[S:14][S:14][C:15]1[CH:21]=[C:20]([O:22][C:23]([F:26])([F:25])[F:24])[CH:19]=[CH:18][C:16]=1[NH2:17].[NH:27]([N:31]1[CH:36]([C:37]2[CH:42]=[CH:41][CH:40]=[CH:39][N:38]=2)[CH2:35][C:34](=O)[CH2:33][C:32]1=[O:44])[C:28]([CH3:30])=[O:29]. (6) Given the product [OH:36][C:6]1[CH:5]=[C:4]([C:9]2[S:10][CH:11]=[C:12]([NH:14][C:15]([NH:17][C:18]3[CH:23]=[CH:22][CH:21]=[C:20]([CH2:24][N:25]4[CH2:30][CH2:29][CH2:28][CH2:27][CH2:26]4)[N:19]=3)=[O:16])[N:13]=2)[CH:3]=[CH:8][CH:7]=1, predict the reactants needed to synthesize it. The reactants are: CO[C:3]1[CH:8]=[CH:7][CH:6]=[CH:5][C:4]=1[C:9]1[S:10][CH:11]=[C:12]([NH:14][C:15]([NH:17][C:18]2[CH:23]=[CH:22][CH:21]=[C:20]([CH2:24][N:25]3[CH2:30][CH2:29][CH2:28][CH2:27][CH2:26]3)[N:19]=2)=[O:16])[N:13]=1.[Cl-].[Be+2].[Cl-].CC[O:36]C(C)=O.